From a dataset of Forward reaction prediction with 1.9M reactions from USPTO patents (1976-2016). Predict the product of the given reaction. (1) Given the reactants Br[C:2]1[CH:3]=[C:4]2[C:8](=[CH:9][CH:10]=1)[CH2:7][CH:6]=[CH:5]2.[B:11]1([B:11]2[O:15][C:14]([CH3:17])([CH3:16])[C:13]([CH3:19])([CH3:18])[O:12]2)[O:15][C:14]([CH3:17])([CH3:16])[C:13]([CH3:19])([CH3:18])[O:12]1, predict the reaction product. The product is: [CH2:7]1[C:8]2[C:4](=[CH:3][C:2]([B:11]3[O:15][C:14]([CH3:17])([CH3:16])[C:13]([CH3:19])([CH3:18])[O:12]3)=[CH:10][CH:9]=2)[CH:5]=[CH:6]1. (2) Given the reactants C(OC([N:8]1[CH2:13][CH2:12][CH:11]([C:14](=[S:16])[NH2:15])[CH2:10][CH2:9]1)=O)(C)(C)C.Br[CH2:18][C:19]([C:21]1[CH2:25][CH:24]([C:26]2[C:31]([F:32])=[CH:30][CH:29]=[CH:28][C:27]=2[F:33])[O:23][N:22]=1)=O, predict the reaction product. The product is: [F:33][C:27]1[CH:28]=[CH:29][CH:30]=[C:31]([F:32])[C:26]=1[CH:24]1[O:23][N:22]=[C:21]([C:19]2[N:15]=[C:14]([CH:11]3[CH2:10][CH2:9][NH:8][CH2:13][CH2:12]3)[S:16][CH:18]=2)[CH2:25]1. (3) Given the reactants C(O[C:4](=[O:25])/[C:5](=[CH:10]/[C:11]1[CH:16]=[CH:15][C:14]([N:17]2[CH:21]=[C:20]([CH3:22])[N:19]=[CH:18]2)=[C:13]([O:23][CH3:24])[CH:12]=1)/[CH2:6][CH2:7][CH2:8]Cl)C.[NH2:26][CH2:27][C:28]1[CH:33]=[CH:32][CH:31]=[C:30]([Cl:34])[N:29]=1.Cl.C(=O)([O-])[O-].[K+].[K+], predict the reaction product. The product is: [Cl:34][C:30]1[N:29]=[C:28]([CH2:27][N:26]2[CH2:8][CH2:7][CH2:6]/[C:5](=[CH:10]\[C:11]3[CH:16]=[CH:15][C:14]([N:17]4[CH:21]=[C:20]([CH3:22])[N:19]=[CH:18]4)=[C:13]([O:23][CH3:24])[CH:12]=3)/[C:4]2=[O:25])[CH:33]=[CH:32][CH:31]=1. (4) Given the reactants [CH:1]1([C:4]([NH:6][C:7]2[N:8]=[C:9]3[CH:14]=[CH:13][C:12]([S:15][C:16]4[CH:24]=[CH:23][CH:22]=[CH:21][C:17]=4[C:18](O)=[O:19])=[N:11][N:10]3[CH:25]=2)=[O:5])[CH2:3][CH2:2]1.[F:26][C:27]([F:36])([F:35])[C:28]1[CH:34]=[CH:33][C:31]([NH2:32])=[CH:30][CH:29]=1.F[P-](F)(F)(F)(F)F.N1(OC(N(C)C)=[N+](C)C)C2N=CC=CC=2N=N1.C(N(CC)C(C)C)(C)C, predict the reaction product. The product is: [CH:1]1([C:4]([NH:6][C:7]2[N:8]=[C:9]3[CH:14]=[CH:13][C:12]([S:15][C:16]4[CH:24]=[CH:23][CH:22]=[CH:21][C:17]=4[C:18]([NH:32][C:31]4[CH:33]=[CH:34][C:28]([C:27]([F:26])([F:35])[F:36])=[CH:29][CH:30]=4)=[O:19])=[N:11][N:10]3[CH:25]=2)=[O:5])[CH2:2][CH2:3]1. (5) Given the reactants [BH4-].[Na+].[C:3]([C:11]1[CH:12]=[CH:13][C:14]2[N:15]([CH:17]=[C:18]([C:20]([NH:22][C:23]3[CH:28]=[CH:27][CH:26]=[CH:25][CH:24]=3)=[O:21])[N:19]=2)[CH:16]=1)(=[O:10])[C:4]1[CH:9]=[CH:8][CH:7]=[CH:6][CH:5]=1, predict the reaction product. The product is: [OH:10][CH:3]([C:4]1[CH:9]=[CH:8][CH:7]=[CH:6][CH:5]=1)[C:11]1[CH:12]=[CH:13][C:14]2[N:15]([CH:17]=[C:18]([C:20]([NH:22][C:23]3[CH:28]=[CH:27][CH:26]=[CH:25][CH:24]=3)=[O:21])[N:19]=2)[CH:16]=1.